Dataset: Reaction yield outcomes from USPTO patents with 853,638 reactions. Task: Predict the reaction yield, written as a fraction of the theoretical maximum amount of product (1.0 means a 100% yield; for example, 0.34 means a 34% yield). The reactants are [F:1][C:2]1[CH:3]=[CH:4][C:5]([OH:24])=[C:6]([C:8]2(O)[C:16]3[C:11](=[CH:12][CH:13]=[CH:14][CH:15]=3)[N:10]([CH2:17][CH2:18][CH2:19][CH2:20][CH3:21])[C:9]2=[O:22])[CH:7]=1.FC(F)(F)C(O)=O.C([SiH](CC)CC)C. The catalyst is ClCCl. The product is [F:1][C:2]1[CH:3]=[CH:4][C:5]([OH:24])=[C:6]([CH:8]2[C:16]3[C:11](=[CH:12][CH:13]=[CH:14][CH:15]=3)[N:10]([CH2:17][CH2:18][CH2:19][CH2:20][CH3:21])[C:9]2=[O:22])[CH:7]=1. The yield is 0.910.